This data is from Full USPTO retrosynthesis dataset with 1.9M reactions from patents (1976-2016). The task is: Predict the reactants needed to synthesize the given product. Given the product [CH3:1][N:2]1[N:3]=[CH:4][C:5]2[NH:25][C:26](=[O:31])[C@H:27]([CH3:28])[CH:30]=[CH:15][CH2:14][C@H:13]([NH:17][C:18](=[O:24])[O:19][C:20]([CH3:22])([CH3:23])[CH3:21])[C:11]3[CH:12]=[C:7]([N:8]=[CH:9][CH:10]=3)[C:6]1=2, predict the reactants needed to synthesize it. The reactants are: [CH3:1][N:2]1[C:6]([C:7]2[CH:12]=[C:11]([C@@H:13]([NH:17][C:18](=[O:24])[O:19][C:20]([CH3:23])([CH3:22])[CH3:21])[CH2:14][CH:15]=C)[CH:10]=[CH:9][N:8]=2)=[C:5]([NH:25][C:26](=[O:31])[C@H:27]([CH3:30])[CH:28]=C)[CH:4]=[N:3]1.